This data is from Retrosynthesis with 50K atom-mapped reactions and 10 reaction types from USPTO. The task is: Predict the reactants needed to synthesize the given product. (1) Given the product N#Cc1cc2cccc(O)c2cc1F, predict the reactants needed to synthesize it. The reactants are: Oc1cccc2cc(Br)c(F)cc12.[C-]#N. (2) Given the product COc1ccc(C2=NC(c3ccccc3)C(OC(=O)Nc3ccc(Cl)c(Cl)c3)CO2)cc1, predict the reactants needed to synthesize it. The reactants are: COc1ccc(C2=NC(c3ccccc3)C(O)CO2)cc1.O=C=Nc1ccc(Cl)c(Cl)c1. (3) Given the product COC(=O)CC(C)(C)CCN1CCC[C@H](N(Cc2cc(C(F)(F)F)cc(C(F)(F)F)c2)c2nnn(C)n2)c2cc3c(cc21)COC3, predict the reactants needed to synthesize it. The reactants are: COC(=O)CC(C)(C)CC=O.Cn1nnc(N(Cc2cc(C(F)(F)F)cc(C(F)(F)F)c2)[C@H]2CCCNc3cc4c(cc32)COC4)n1. (4) Given the product CNc1cc(N2CCC(C(F)(F)F)CC2)c(C#N)cc1N, predict the reactants needed to synthesize it. The reactants are: CNc1cc(N2CCC(C(F)(F)F)CC2)c(C#N)cc1[N+](=O)[O-]. (5) Given the product CC1(C)C2CC[C@@]1(CS(=O)(=O)N1CCC3(C=Cc4ccccc43)CC1)C(=NO)C2, predict the reactants needed to synthesize it. The reactants are: CC1(C)C2CC[C@@]1(CS(=O)(=O)N1CCC3(C=Cc4ccccc43)CC1)C(=O)C2.NO. (6) Given the product O=C(O)CCCC/C=C(/c1ccccc1)c1cccnc1, predict the reactants needed to synthesize it. The reactants are: O=C(O)CCCCC[P+](c1ccccc1)(c1ccccc1)c1ccccc1.O=C(c1ccccc1)c1cccnc1. (7) Given the product CC(C)(C)OC(=O)ON=C(C#N)c1ccccc1, predict the reactants needed to synthesize it. The reactants are: N#CC(=NO)c1ccccc1.N#CC(=NOC(=O)Cl)c1ccccc1.O=C(Cl)OC(Cl)(Cl)Cl. (8) Given the product Oc1ccc2c(c1)CCCC(c1ccccc1)=C2c1ccc(OCCCCCCCl)cc1, predict the reactants needed to synthesize it. The reactants are: ClCCCCCCOc1ccc(C2=C(c3ccccc3)CCCc3cc(OC4CCCCO4)ccc32)cc1. (9) Given the product Cc1c(C)c2c(c(C)c1O)CCC(C)(C#Cc1ccccc1)O2, predict the reactants needed to synthesize it. The reactants are: C#CC1(C)CCc2c(C)c(O)c(C)c(C)c2O1.Ic1ccccc1.